Dataset: Full USPTO retrosynthesis dataset with 1.9M reactions from patents (1976-2016). Task: Predict the reactants needed to synthesize the given product. (1) Given the product [N+:19]([CH:22]([CH3:23])[CH2:10][C:9]1[CH:12]=[CH:13][C:6]([N:1]2[CH:5]=[CH:4][CH:3]=[N:2]2)=[CH:7][CH:8]=1)([O-:21])=[O:20], predict the reactants needed to synthesize it. The reactants are: [N:1]1([C:6]2[CH:13]=[CH:12][C:9]([CH:10]=O)=[CH:8][CH:7]=2)[CH:5]=[CH:4][CH:3]=[N:2]1.C([O-])(=O)C.[NH4+].[N+:19]([CH2:22][CH3:23])([O-:21])=[O:20]. (2) Given the product [N:3]1[N:2]([C:6]2[CH:14]=[CH:13][CH:12]=[CH:11][C:7]=2[C:8]([N:63]2[CH:61]3[CH2:60][CH2:59][CH:58]2[CH:57]([NH:56][C:53]2[CH:52]=[N:51][C:50]([C:49]([F:64])([F:48])[F:65])=[CH:55][N:54]=2)[CH2:62]3)=[O:10])[N:1]=[CH:5][CH:4]=1, predict the reactants needed to synthesize it. The reactants are: [N:1]1[N:2]([C:6]2[CH:14]=[CH:13][CH:12]=[CH:11][C:7]=2[C:8]([OH:10])=O)[N:3]=[CH:4][CH:5]=1.CCN(C(C)C)C(C)C.CN(C(ON1N=NC2C=CC=CC1=2)=[N+](C)C)C.F[P-](F)(F)(F)(F)F.[F:48][C:49]([F:65])([F:64])[C:50]1[N:51]=[CH:52][C:53]([NH:56][CH:57]2[CH2:62][CH:61]3[NH:63][CH:58]2[CH2:59][CH2:60]3)=[N:54][CH:55]=1.C([O-])(O)=O.[Na+]. (3) Given the product [Cl:1][C:2]1[CH:7]=[C:6]([CH:5]=[CH:4][C:3]=1[S:10]([N:14]1[CH2:18][CH2:17][CH2:16][CH2:15]1)(=[O:12])=[O:11])[C:8]#[N:9], predict the reactants needed to synthesize it. The reactants are: [Cl:1][C:2]1[CH:7]=[C:6]([C:8]#[N:9])[CH:5]=[CH:4][C:3]=1[S:10](Cl)(=[O:12])=[O:11].[NH:14]1[CH2:18][CH2:17][CH2:16][CH2:15]1.Cl.